This data is from Forward reaction prediction with 1.9M reactions from USPTO patents (1976-2016). The task is: Predict the product of the given reaction. (1) Given the reactants [Cl:1][C:2]1[CH:3]=[C:4]([C:10]2[CH:11]=[C:12]3[C:17](=[CH:18][CH:19]=2)[N:16]=[CH:15][C:14]([C:20](=[O:22])[CH3:21])=[C:13]3[NH:23][C@H:24]2[CH2:29][CH2:28][C@H:27]([CH2:30][N:31]([CH3:33])[CH3:32])[CH2:26][CH2:25]2)[CH:5]=[C:6]([Cl:9])[C:7]=1[OH:8].Cl.O, predict the reaction product. The product is: [ClH:1].[Cl:1][C:2]1[CH:3]=[C:4]([C:10]2[CH:11]=[C:12]3[C:17](=[CH:18][CH:19]=2)[N:16]=[CH:15][C:14]([C:20](=[O:22])[CH3:21])=[C:13]3[NH:23][C@H:24]2[CH2:29][CH2:28][C@H:27]([CH2:30][N:31]([CH3:32])[CH3:33])[CH2:26][CH2:25]2)[CH:5]=[C:6]([Cl:9])[C:7]=1[OH:8]. (2) Given the reactants FC1C=NC2C=CC=C(N)C=2C=1.Cl.[F:14][C:15]1[CH:16]=[N:17][C:18]2[C:23]([CH:24]=1)=[C:22]([CH2:25][C:26]([OH:28])=O)[CH:21]=[CH:20][CH:19]=2.[Br:29][C:30]1[C:31]([C:36]2[NH:40][CH:39]=[N:38][N:37]=2)=[C:32]([NH2:35])[S:33][CH:34]=1, predict the reaction product. The product is: [Br:29][C:30]1[C:31]([C:36]2[N:40]=[CH:39][NH:38][N:37]=2)=[C:32]([NH:35][C:26](=[O:28])[CH2:25][C:22]2[CH:21]=[CH:20][CH:19]=[C:18]3[C:23]=2[CH:24]=[C:15]([F:14])[CH:16]=[N:17]3)[S:33][CH:34]=1.